From a dataset of Full USPTO retrosynthesis dataset with 1.9M reactions from patents (1976-2016). Predict the reactants needed to synthesize the given product. (1) The reactants are: [NH2:1][C:2]1[N:7]=[CH:6][N:5]=[C:4]2[N:8]([C@@H:26]3[CH2:31][CH2:30][CH2:29][N:28]([C:32](=[O:36])[CH2:33][C:34]#[N:35])[CH2:27]3)[N:9]=[C:10]([C:11]3[CH:16]=[CH:15][C:14]([O:17][C:18]4[CH:23]=[C:22]([F:24])[CH:21]=[CH:20][C:19]=4[F:25])=[CH:13][CH:12]=3)[C:3]=12.N1[CH2:42][CH2:41][CH2:40][CH2:39]C1.C1(C=O)CC1. Given the product [NH2:1][C:2]1[N:7]=[CH:6][N:5]=[C:4]2[N:8]([C@@H:26]3[CH2:31][CH2:30][CH2:29][N:28]([C:32]([C:33](=[CH:39][CH:40]4[CH2:42][CH2:41]4)[C:34]#[N:35])=[O:36])[CH2:27]3)[N:9]=[C:10]([C:11]3[CH:16]=[CH:15][C:14]([O:17][C:18]4[CH:23]=[C:22]([F:24])[CH:21]=[CH:20][C:19]=4[F:25])=[CH:13][CH:12]=3)[C:3]=12, predict the reactants needed to synthesize it. (2) Given the product [CH3:8][O:9][C:10]1[CH:15]=[CH:14][C:13]([S:16][C:2]2[S:6][C:5]([NH2:7])=[N:4][CH:3]=2)=[CH:12][CH:11]=1, predict the reactants needed to synthesize it. The reactants are: Br[C:2]1[S:6][C:5]([NH2:7])=[N:4][CH:3]=1.[CH3:8][O:9][C:10]1[CH:15]=[CH:14][C:13]([SH:16])=[CH:12][CH:11]=1.C([O-])([O-])=O.[K+].[K+]. (3) Given the product [CH3:1][C:2]1[C:10]2[C:9]([C:11]([OH:13])=[O:12])=[CH:8][C:7]([C:16]3[CH:21]=[CH:20][N:19]=[CH:18][CH:17]=3)=[N:6][C:5]=2[N:4]([CH:22]([CH3:24])[CH3:23])[N:3]=1, predict the reactants needed to synthesize it. The reactants are: [CH3:1][C:2]1[C:10]2[C:9]([C:11]([O:13]CC)=[O:12])=[CH:8][C:7]([C:16]3[CH:21]=[CH:20][N:19]=[CH:18][CH:17]=3)=[N:6][C:5]=2[N:4]([CH:22]([CH3:24])[CH3:23])[N:3]=1.[OH-].[Na+].